From a dataset of Forward reaction prediction with 1.9M reactions from USPTO patents (1976-2016). Predict the product of the given reaction. (1) Given the reactants [NH2:1][C:2]1[CH:9]=[CH:8][C:7]([Cl:10])=[CH:6][C:3]=1[CH:4]=O.[C:11]([CH2:13][C:14](OCC)=[O:15])#[N:12], predict the reaction product. The product is: [Cl:10][C:7]1[CH:6]=[C:3]2[C:2](=[CH:9][CH:8]=1)[NH:1][C:14](=[O:15])[C:13]([C:11]#[N:12])=[CH:4]2. (2) The product is: [CH2:38]([NH:40][CH2:1][C:3]1[S:7][C:6]([C:8]2[CH:9]=[C:10]3[C:14](=[C:15]([C:17]([NH2:19])=[O:18])[CH:16]=2)[NH:13][CH:12]=[C:11]3[CH:20]2[CH2:21][CH2:22][N:23]([S:26]([CH2:29][CH2:30][CH2:31][N:32]3[CH2:37][CH2:36][O:35][CH2:34][CH2:33]3)(=[O:28])=[O:27])[CH2:24][CH2:25]2)=[CH:5][CH:4]=1)[CH3:39]. Given the reactants [CH:1]([C:3]1[S:7][C:6]([C:8]2[CH:9]=[C:10]3[C:14](=[C:15]([C:17]([NH2:19])=[O:18])[CH:16]=2)[NH:13][CH:12]=[C:11]3[CH:20]2[CH2:25][CH2:24][N:23]([S:26]([CH2:29][CH2:30][CH2:31][N:32]3[CH2:37][CH2:36][O:35][CH2:34][CH2:33]3)(=[O:28])=[O:27])[CH2:22][CH2:21]2)=[CH:5][CH:4]=1)=O.[CH2:38]([NH2:40])[CH3:39].[BH4-].[Na+], predict the reaction product.